From a dataset of Full USPTO retrosynthesis dataset with 1.9M reactions from patents (1976-2016). Predict the reactants needed to synthesize the given product. (1) Given the product [NH2:1][C:4]1[CH:13]=[C:12]([C:14]([F:15])([F:16])[F:17])[CH:11]=[CH:10][C:5]=1[C:6]([O:8][CH3:9])=[O:7], predict the reactants needed to synthesize it. The reactants are: [N+:1]([C:4]1[CH:13]=[C:12]([C:14]([F:17])([F:16])[F:15])[CH:11]=[CH:10][C:5]=1[C:6]([O:8][CH3:9])=[O:7])([O-])=O. (2) Given the product [CH3:32][C:28]1([CH3:31])[O:27][CH:26]([CH2:25][O:24][C:21]2[CH:22]=[CH:23][C:18]([C:13]([C:10]3[CH:11]=[CH:12][C:7]([CH2:6][CH2:5][C:4]([CH2:36][CH3:37])([OH:35])[CH2:41][CH3:42])=[C:8]([CH3:34])[CH:9]=3)([CH2:16][CH3:17])[CH2:14][CH3:15])=[CH:19][C:20]=2[CH3:33])[CH2:30][O:29]1, predict the reactants needed to synthesize it. The reactants are: C(O[C:4](=[O:35])[CH2:5][CH2:6][C:7]1[CH:12]=[CH:11][C:10]([C:13]([C:18]2[CH:23]=[CH:22][C:21]([O:24][CH2:25][CH:26]3[CH2:30][O:29][C:28]([CH3:32])([CH3:31])[O:27]3)=[C:20]([CH3:33])[CH:19]=2)([CH2:16][CH3:17])[CH2:14][CH3:15])=[CH:9][C:8]=1[CH3:34])C.[CH2:36]([Li])[CH3:37].[NH4+].[Cl-].[CH2:41]1COC[CH2:42]1. (3) Given the product [CH3:1][C:2]1[N:7]=[CH:6][C:5]([C:24]2[C:25]3[C:30](=[CH:29][CH:28]=[C:27]([Br:31])[CH:26]=3)[C:21]([CH3:33])([CH3:20])[CH2:22][CH:23]=2)=[CH:4][CH:3]=1, predict the reactants needed to synthesize it. The reactants are: [CH3:1][C:2]1[N:7]=[CH:6][C:5](Br)=[CH:4][CH:3]=1.[Li]CCCC.CCCCCC.[CH3:20][C:21]1([CH3:33])[C:30]2[C:25](=[CH:26][C:27]([Br:31])=[CH:28][CH:29]=2)[C:24](=O)[CH2:23][CH2:22]1.CC1C=CC(S(O)(=O)=O)=CC=1. (4) Given the product [F:3][C:4]([C:7]1[N:8]=[C:9]([CH2:12][N:13]2[N:17]=[C:16]([NH2:18])[CH:15]=[N:14]2)[S:10][CH:11]=1)([F:6])[CH3:5], predict the reactants needed to synthesize it. The reactants are: N#N.[F:3][C:4]([C:7]1[N:8]=[C:9]([CH2:12][N:13]2[N:17]=[C:16]([N+:18]([O-])=O)[CH:15]=[N:14]2)[S:10][CH:11]=1)([F:6])[CH3:5].[NH4+].[Cl-]. (5) Given the product [CH3:1][Si:2]([CH3:19])([CH3:20])[O:3][Si:4]([CH3:18])([CH3:17])[O:5][Si:6]([CH3:16])([CH3:15])[O:7][Si:8]([CH3:13])([CH3:14])[O:25][C:21](=[O:26])[C:22]([CH3:24])=[CH2:23], predict the reactants needed to synthesize it. The reactants are: [CH3:1][Si:2]([CH3:20])([CH3:19])[O:3][Si:4]([CH3:18])([CH3:17])[O:5][Si:6]([CH3:16])([CH3:15])[O:7][Si:8]([CH3:14])([CH3:13])OC(=O)C.[C:21]([OH:26])(=[O:25])[C:22]([CH3:24])=[CH2:23]. (6) Given the product [Cl:13][C:4]1[CH:3]=[C:2]([NH:20][CH3:17])[C:7]([C:8]([O:10][CH2:11][CH3:12])=[O:9])=[CH:6][N:5]=1, predict the reactants needed to synthesize it. The reactants are: Cl[C:2]1[C:7]([C:8]([O:10][CH2:11][CH3:12])=[O:9])=[CH:6][N:5]=[C:4]([Cl:13])[CH:3]=1.Cl.CN.[CH:17]([N:20](C(C)C)CC)(C)C.